From a dataset of Forward reaction prediction with 1.9M reactions from USPTO patents (1976-2016). Predict the product of the given reaction. (1) Given the reactants [C:1]([CH2:3][CH2:4][CH2:5][N:6]1[CH2:11][CH2:10][N:9]([C:12]2[CH:17]=[CH:16][CH:15]=[CH:14][C:13]=2[F:18])[CH2:8][CH2:7]1)#[N:2], predict the reaction product. The product is: [NH2:2][CH2:1][CH2:3][CH2:4][CH2:5][N:6]1[CH2:11][CH2:10][N:9]([C:12]2[CH:17]=[CH:16][CH:15]=[CH:14][C:13]=2[F:18])[CH2:8][CH2:7]1. (2) Given the reactants [CH3:1][N:2]1[C:11](=[O:12])[C:10]2[C:5](=[C:6]([C:13]3[NH:17][C:16]4[C@@H:18]([CH3:22])[NH:19][C:20](=[O:21])[C:15]=4[CH:14]=3)[CH:7]=[CH:8][CH:9]=2)[N:4]=[C:3]1[NH:23][C@@H:24]1[CH2:29][CH2:28][CH2:27][C@H:26]([NH:30]C(=O)OC(C)(C)C)[CH2:25]1.[C:38]([OH:44])([C:40]([F:43])([F:42])[F:41])=[O:39], predict the reaction product. The product is: [OH:44][C:38]([C:40]([F:43])([F:42])[F:41])=[O:39].[NH2:30][C@@H:26]1[CH2:27][CH2:28][CH2:29][C@H:24]([NH:23][C:3]2[N:2]([CH3:1])[C:11](=[O:12])[C:10]3[C:5](=[C:6]([C:13]4[NH:17][C:16]5[C@@H:18]([CH3:22])[NH:19][C:20](=[O:21])[C:15]=5[CH:14]=4)[CH:7]=[CH:8][CH:9]=3)[N:4]=2)[CH2:25]1. (3) Given the reactants FC(F)(F)S([O-])(=O)=O.[N:9]1([S:14]([N:17]2[CH:21]=[CH:20][NH+:19](C)[CH2:18]2)(=[O:16])=[O:15])[CH:13]=[CH:12]N=[CH:10]1.N1CC[O:26][CH2:25]C1, predict the reaction product. The product is: [N:17]1([S:14]([N:9]2[CH2:13][CH2:12][O:26][CH2:25][CH2:10]2)(=[O:16])=[O:15])[CH:21]=[CH:20][N:19]=[CH:18]1. (4) Given the reactants Br[C:2]1[CH:7]=[CH:6][C:5]([N:8]2[CH2:12][CH2:11][CH2:10][C:9]2=[O:13])=[CH:4][CH:3]=1.B1(B2OC(C)(C)C(C)(C)O2)OC(C)(C)C(C)(C)O1.C([O-])(=O)C.[K+].[ClH:37].[N:38]12[CH2:45][CH2:44][CH:41]([CH2:42][CH2:43]1)[C@@H:40]([NH:46][C:47]([C:49]1[S:50][C:51]3[C:57](Br)=[CH:56][CH:55]=[CH:54][C:52]=3[CH:53]=1)=[O:48])[CH2:39]2.C(=O)([O-])[O-].[Na+].[Na+], predict the reaction product. The product is: [ClH:37].[N:38]12[CH2:43][CH2:42][CH:41]([CH2:44][CH2:45]1)[C@@H:40]([NH:46][C:47]([C:49]1[S:50][C:51]3[C:57]([C:2]4[CH:7]=[CH:6][C:5]([N:8]5[CH2:12][CH2:11][CH2:10][C:9]5=[O:13])=[CH:4][CH:3]=4)=[CH:56][CH:55]=[CH:54][C:52]=3[CH:53]=1)=[O:48])[CH2:39]2. (5) The product is: [CH:1]([C:4]1[N:5]=[C:6]([C:9]2[CH:18]=[C:17]([O:19][CH2:20][CH2:21][C@@H:22]3[NH:36][C:35](=[O:37])[N:34]([CH3:38])[CH2:33][CH2:32][CH2:31][CH2:30][CH:29]=[CH:28][C@H:27]4[C@@:25]([C:39]([OH:41])=[O:40])([CH2:26]4)[NH:24][C:23]3=[O:44])[C:16]3[C:11](=[C:12]([F:47])[C:13]([O:45][CH3:46])=[CH:14][CH:15]=3)[N:10]=2)[S:7][CH:8]=1)([CH3:3])[CH3:2]. Given the reactants [CH:1]([C:4]1[N:5]=[C:6]([C:9]2[CH:18]=[C:17]([O:19][CH2:20][CH2:21][C@@H:22]3[NH:36][C:35](=[O:37])[N:34]([CH3:38])[CH2:33][CH2:32][CH2:31][CH2:30][CH:29]=[CH:28][C@H:27]4[C@@:25]([C:39]([O:41]CC)=[O:40])([CH2:26]4)[NH:24][C:23]3=[O:44])[C:16]3[C:11](=[C:12]([F:47])[C:13]([O:45][CH3:46])=[CH:14][CH:15]=3)[N:10]=2)[S:7][CH:8]=1)([CH3:3])[CH3:2].C(C1N=C(C2C=C(OCC[C@@H]3NC(=O)N(C)CCCCC=C[C@H]4[C@@](C(O)=O)(C4)NC3=O)C3C(=C(C)C(OC)=CC=3)N=2)SC=1)(C)C, predict the reaction product. (6) Given the reactants [C:1]([O:5][C:6](=[O:14])[CH2:7][CH2:8][CH2:9][B-](F)(F)F)([CH3:4])([CH3:3])[CH3:2].CC(OC1C=CC=C(OC(C)C)C=1C1C(P(C2CCCCC2)C2CCCCC2)=CC=CC=1)C.C(=O)([O-])[O-].[K+].[K+].Br[C:55]1[S:59][C:58]([O:60][CH3:61])=[N:57][CH:56]=1, predict the reaction product. The product is: [CH3:61][O:60][C:58]1[S:59][C:55]([CH2:9][CH2:8][CH2:7][C:6]([O:5][C:1]([CH3:4])([CH3:3])[CH3:2])=[O:14])=[CH:56][N:57]=1. (7) Given the reactants C(O)(C(F)(F)F)=O.[Br:8][C:9]1[N:10]=[C:11]([N:36](C(OC(C)(C)C)=O)C(OC(C)(C)C)=O)[NH:12][C:13]=1[C:14]([NH:16][CH2:17][C:18]1[CH:23]=[CH:22][C:21]([Cl:24])=[C:20]([O:25][C:26]2[CH:31]=[C:30]([C:32]#[N:33])[CH:29]=[C:28]([Cl:34])[CH:27]=2)[C:19]=1[F:35])=[O:15].C(=O)(O)[O-].[Na+], predict the reaction product. The product is: [NH2:36][C:11]1[NH:12][C:13]([C:14]([NH:16][CH2:17][C:18]2[CH:23]=[CH:22][C:21]([Cl:24])=[C:20]([O:25][C:26]3[CH:31]=[C:30]([C:32]#[N:33])[CH:29]=[C:28]([Cl:34])[CH:27]=3)[C:19]=2[F:35])=[O:15])=[C:9]([Br:8])[N:10]=1. (8) Given the reactants [CH:1]([N:3]1[CH2:7][CH2:6][CH2:5][C:4]1=[O:8])=[CH2:2].[C:9]([O:13][CH2:14][CH2:15][OH:16])(=[O:12])[CH:10]=[CH2:11].CC(N=NC(C#N)(CCC(O)=O)C)(C#N)CCC(O)=O.N(CCO)(CCO)CCO, predict the reaction product. The product is: [CH:1]([N:3]1[CH2:7][CH2:6][CH2:5][C:4]1=[O:8])=[CH2:2].[C:9]([O:13][CH2:14][CH2:15][OH:16])(=[O:12])[CH:10]=[CH2:11].